This data is from Peptide-MHC class II binding affinity with 134,281 pairs from IEDB. The task is: Regression. Given a peptide amino acid sequence and an MHC pseudo amino acid sequence, predict their binding affinity value. This is MHC class II binding data. (1) The peptide sequence is EGKIILVAVHVASGYIE. The MHC is HLA-DQA10102-DQB10602 with pseudo-sequence HLA-DQA10102-DQB10602. The binding affinity (normalized) is 0.759. (2) The peptide sequence is PIVNRNGEVIGLYGN. The MHC is DRB1_0301 with pseudo-sequence DRB1_0301. The binding affinity (normalized) is 0.503.